Dataset: Forward reaction prediction with 1.9M reactions from USPTO patents (1976-2016). Task: Predict the product of the given reaction. (1) Given the reactants [CH2:1]([O:3][C:4]([C:6]1[C:33]([N:34]2[CH2:39][CH2:38][CH:37]([C:40]([F:43])([F:42])[F:41])[CH2:36][CH2:35]2)=[CH:32][C:9]2[N:10]([CH3:31])[C:11]([NH:13][C:14]3[C:19]([Cl:20])=[CH:18][CH:17]=[C:16]([CH2:21][NH:22]C(OC(C)(C)C)=O)[C:15]=3[Cl:30])=[N:12][C:8]=2[CH:7]=1)=[O:5])[CH3:2].Cl, predict the reaction product. The product is: [CH2:1]([O:3][C:4]([C:6]1[C:33]([N:34]2[CH2:39][CH2:38][CH:37]([C:40]([F:43])([F:42])[F:41])[CH2:36][CH2:35]2)=[CH:32][C:9]2[N:10]([CH3:31])[C:11]([NH:13][C:14]3[C:19]([Cl:20])=[CH:18][CH:17]=[C:16]([CH2:21][NH2:22])[C:15]=3[Cl:30])=[N:12][C:8]=2[CH:7]=1)=[O:5])[CH3:2]. (2) Given the reactants F[C:2]1[CH:7]=[CH:6][C:5]([N+:8]([O-:10])=[O:9])=[CH:4][CH:3]=1.Cl.[NH2:12][C@@H:13]([CH:21]([CH3:23])[CH3:22])[C:14]([O:16][C:17]([CH3:20])([CH3:19])[CH3:18])=[O:15].C([O-])([O-])=O.[K+].[K+].CCOC(C)=O, predict the reaction product. The product is: [CH3:22][CH:21]([CH3:23])[C@H:13]([NH:12][C:2]1[CH:7]=[CH:6][C:5]([N+:8]([O-:10])=[O:9])=[CH:4][CH:3]=1)[C:14]([O:16][C:17]([CH3:20])([CH3:19])[CH3:18])=[O:15]. (3) Given the reactants F[P-](F)(F)(F)(F)F.N1(O[P+](N(C)C)(N(C)C)N(C)C)C2C=CC=CC=2N=N1.C(N(C(C)C)CC)(C)C.[CH3:37][N:38]1[CH2:43][CH2:42][CH:41]([N:44]2[CH2:49][CH2:48][NH:47][CH2:46][CH2:45]2)[CH2:40][CH2:39]1.[Cl:50][C:51]1[CH:52]=[C:53]2[C:57](=[CH:58][C:59]=1[F:60])[NH:56][C:55](=[O:61])[C:54]2([CH2:71][C:72](O)=[O:73])[C:62]1[C:63]([O:68][CH2:69][CH3:70])=[N:64][CH:65]=[CH:66][CH:67]=1.[OH-].[Na+], predict the reaction product. The product is: [Cl:50][C:51]1[CH:52]=[C:53]2[C:57](=[CH:58][C:59]=1[F:60])[NH:56][C:55](=[O:61])[C:54]2([C:62]1[C:63]([O:68][CH2:69][CH3:70])=[N:64][CH:65]=[CH:66][CH:67]=1)[CH2:71][C:72]([N:47]1[CH2:48][CH2:49][N:44]([CH:41]2[CH2:40][CH2:39][N:38]([CH3:37])[CH2:43][CH2:42]2)[CH2:45][CH2:46]1)=[O:73]. (4) The product is: [CH2:1]([O:3][C:4](=[O:21])[C:5]1[CH:6]=[C:7]([O:12][C:13]2[CH:18]=[CH:17][C:16]([C:19]#[N:20])=[CH:15][CH:14]=2)[CH:8]=[C:9]([O:11][CH2:36][C:32]2[CH:33]=[CH:34][CH:35]=[C:30]([CH2:29][NH:28][C:27]([O:26][C:22]([CH3:25])([CH3:24])[CH3:23])=[O:38])[CH:31]=2)[CH:10]=1)[CH3:2]. Given the reactants [CH2:1]([O:3][C:4](=[O:21])[C:5]1[CH:10]=[C:9]([OH:11])[CH:8]=[C:7]([O:12][C:13]2[CH:18]=[CH:17][C:16]([C:19]#[N:20])=[CH:15][CH:14]=2)[CH:6]=1)[CH3:2].[C:22]([O:26][C:27](=[O:38])[NH:28][CH2:29][C:30]1[CH:35]=[CH:34][CH:33]=[C:32]([CH2:36]Br)[CH:31]=1)([CH3:25])([CH3:24])[CH3:23], predict the reaction product.